This data is from Forward reaction prediction with 1.9M reactions from USPTO patents (1976-2016). The task is: Predict the product of the given reaction. (1) Given the reactants [O:1]1[CH2:6][CH2:5][CH:4]([CH2:7][OH:8])[CH2:3][CH2:2]1.F[C:10]1[CH:15]=[CH:14][C:13]([S:16]([N:19]([C:25]2[CH:30]=[CH:29][C:28]([CH:31]([CH3:33])[CH3:32])=[CH:27][N:26]=2)[CH2:20][CH:21]2[CH2:24][O:23][CH2:22]2)(=[O:18])=[O:17])=[CH:12][CH:11]=1.[H-].[Na+], predict the reaction product. The product is: [CH:31]([C:28]1[CH:29]=[CH:30][C:25]([N:19]([CH2:20][CH:21]2[CH2:22][O:23][CH2:24]2)[S:16]([C:13]2[CH:14]=[CH:15][C:10]([O:8][CH2:7][CH:4]3[CH2:5][CH2:6][O:1][CH2:2][CH2:3]3)=[CH:11][CH:12]=2)(=[O:18])=[O:17])=[N:26][CH:27]=1)([CH3:33])[CH3:32]. (2) The product is: [Br:1][C:2]1[CH:3]=[C:4]([CH:9]=[CH:10][C:11]=1[C:12]1[N:16]([CH3:17])[N:15]=[CH:14][CH:13]=1)[C:5]([OH:7])=[O:6]. Given the reactants [Br:1][C:2]1[CH:3]=[C:4]([CH:9]=[CH:10][C:11]=1[C:12]1[N:16]([CH3:17])[N:15]=[CH:14][CH:13]=1)[C:5]([O:7]C)=[O:6].[OH-].[Na+], predict the reaction product. (3) Given the reactants [OH:1][C:2]1[CH:9]=[CH:8][C:5]([CH:6]=[O:7])=[CH:4][CH:3]=1.C1CCN(C(N=NC(N2CCCCC2)=O)=O)CC1.C1(P(C2C=CC=CC=2)C2C=CC=CC=2)C=CC=CC=1.[C:47]([C:49]1[CH:57]=[CH:56][C:52]([CH2:53][CH2:54]O)=[CH:51][CH:50]=1)#[N:48], predict the reaction product. The product is: [CH:6]([C:5]1[CH:8]=[CH:9][C:2]([O:1][CH2:54][CH2:53][C:52]2[CH:56]=[CH:57][C:49]([C:47]#[N:48])=[CH:50][CH:51]=2)=[CH:3][CH:4]=1)=[O:7]. (4) Given the reactants Cl[C:2]1[C:18]([C:19]([F:22])([F:21])[F:20])=[CH:17][C:5]([C:6]([NH:8][C:9]2[CH:14]=[CH:13][CH:12]=[C:11]([O:15][CH3:16])[CH:10]=2)=[O:7])=[CH:4][N:3]=1.[NH:23]1[CH2:27][CH2:26][CH2:25][CH2:24]1, predict the reaction product. The product is: [CH3:16][O:15][C:11]1[CH:10]=[C:9]([NH:8][C:6](=[O:7])[C:5]2[CH:17]=[C:18]([C:19]([F:22])([F:21])[F:20])[C:2]([N:23]3[CH2:27][CH2:26][CH2:25][CH2:24]3)=[N:3][CH:4]=2)[CH:14]=[CH:13][CH:12]=1.